From a dataset of Full USPTO retrosynthesis dataset with 1.9M reactions from patents (1976-2016). Predict the reactants needed to synthesize the given product. (1) Given the product [F:1][CH:2]([F:19])[N:3]1[C:7]([CH3:8])=[C:6]([C:9]2[C:10]([CH3:17])=[C:11]([CH:12]=[CH:13][CH:14]=2)[CH2:15][NH:32][C:33]2[CH:46]=[CH:45][C:36]3[C@H:37]([CH2:40][C:41]([O:43][CH3:44])=[O:42])[CH2:38][O:39][C:35]=3[CH:34]=2)[C:5]([CH3:18])=[N:4]1, predict the reactants needed to synthesize it. The reactants are: [F:1][CH:2]([F:19])[N:3]1[C:7]([CH3:8])=[C:6]([C:9]2[C:10]([CH3:17])=[C:11]([CH2:15]O)[CH:12]=[CH:13][CH:14]=2)[C:5]([CH3:18])=[N:4]1.[N+](C1C=CC=CC=1S([NH:32][C:33]1[CH:46]=[CH:45][C:36]2[C@H:37]([CH2:40][C:41]([O:43][CH3:44])=[O:42])[CH2:38][O:39][C:35]=2[CH:34]=1)(=O)=O)([O-])=O.C1(P(C2C=CC=CC=2)C2C=CC=CC=2)C=CC=CC=1.C1(C)C=CC=CC=1.N(C(OCC)=O)=NC(OCC)=O.SCC(O)=O.O.[OH-].[Li+]. (2) Given the product [C:28]([C:30]1[CH:31]=[C:32]([CH:36]=[C:37]([O:39][CH3:40])[CH:38]=1)[C:33]([NH:1][C:2]1[C:3]([CH3:27])=[C:4]2[C:10]([CH:11]3[CH2:16][CH2:15][N:14]([C:17]([CH:19]4[CH2:20][CH2:21][CH2:22][CH2:23]4)=[O:18])[C:13]([CH3:24])([CH3:25])[CH2:12]3)=[CH:9][N:8]([CH3:26])[C:5]2=[N:6][CH:7]=1)=[O:34])#[N:29], predict the reactants needed to synthesize it. The reactants are: [NH2:1][C:2]1[C:3]([CH3:27])=[C:4]2[C:10]([CH:11]3[CH2:16][CH2:15][N:14]([C:17]([CH:19]4[CH2:23][CH2:22][CH2:21][CH2:20]4)=[O:18])[C:13]([CH3:25])([CH3:24])[CH2:12]3)=[CH:9][N:8]([CH3:26])[C:5]2=[N:6][CH:7]=1.[C:28]([C:30]1[CH:31]=[C:32]([CH:36]=[C:37]([O:39][CH3:40])[CH:38]=1)[C:33](Cl)=[O:34])#[N:29]. (3) Given the product [C:1]([C:3]1[C:4]([N:22]2[CH2:27][CH2:26][CH:25]([C:28](=[O:30])[NH:42][S:39]([CH2:38][CH:35]3[CH2:36][CH2:37][CH:32]([CH3:31])[CH2:33][CH2:34]3)(=[O:40])=[O:41])[CH2:24][CH2:23]2)=[N:5][C:6]([CH2:15][N:16]2[CH2:20][CH2:19][CH2:18][C:17]2=[O:21])=[C:7]([CH:8]=1)[C:9]([O:11][CH:12]([CH3:14])[CH3:13])=[O:10])#[N:2], predict the reactants needed to synthesize it. The reactants are: [C:1]([C:3]1[C:4]([N:22]2[CH2:27][CH2:26][CH:25]([C:28]([OH:30])=O)[CH2:24][CH2:23]2)=[N:5][C:6]([CH2:15][N:16]2[CH2:20][CH2:19][CH2:18][C:17]2=[O:21])=[C:7]([C:9]([O:11][CH:12]([CH3:14])[CH3:13])=[O:10])[CH:8]=1)#[N:2].[CH3:31][CH:32]1[CH2:37][CH2:36][CH:35]([CH2:38][S:39]([NH2:42])(=[O:41])=[O:40])[CH2:34][CH2:33]1. (4) Given the product [CH3:30][O:26][C:25]([C:9]1[N:8]([C:6]([O:5][C:1]([CH3:4])([CH3:2])[CH3:3])=[O:7])[C:12]2=[N:13][CH:14]=[C:15]([O:17][CH2:18][C:19]3[CH:20]=[CH:21][CH:22]=[CH:23][CH:24]=3)[CH:16]=[C:11]2[CH:10]=1)=[O:27], predict the reactants needed to synthesize it. The reactants are: [C:1]([O:5][C:6]([N:8]1[C:12]2=[N:13][CH:14]=[C:15]([O:17][CH2:18][C:19]3[CH:24]=[CH:23][CH:22]=[CH:21][CH:20]=3)[CH:16]=[C:11]2[CH:10]=[C:9]1[C:25]([OH:27])=[O:26])=[O:7])([CH3:4])([CH3:3])[CH3:2].[H-].[Na+].[CH3:30]I. (5) Given the product [Cl:11][C:12]1[CH:17]=[CH:16][CH:15]=[CH:14][C:13]=1[C:18]1[N:23]=[N:22][C:21]([NH:24][NH:25][C:26](=[O:34])[CH2:27][C:28]2[CH:33]=[CH:32][CH:31]=[CH:30][CH:29]=2)=[CH:20][C:19]=1[C:35]1[CH:36]=[CH:37][C:38]([Cl:41])=[CH:39][CH:40]=1, predict the reactants needed to synthesize it. The reactants are: C1(CC(O)=O)C=CC=CC=1.[Cl:11][C:12]1[CH:17]=[CH:16][CH:15]=[CH:14][C:13]=1[C:18]1[N:23]=[N:22][C:21]([NH:24][NH:25][C:26](=[O:34])[CH2:27][CH:28]2[CH2:33][CH2:32][CH2:31][CH2:30][CH2:29]2)=[CH:20][C:19]=1[C:35]1[CH:40]=[CH:39][C:38]([Cl:41])=[CH:37][CH:36]=1.